From a dataset of Full USPTO retrosynthesis dataset with 1.9M reactions from patents (1976-2016). Predict the reactants needed to synthesize the given product. (1) Given the product [CH3:19][O:18][C:14]1[CH:13]=[C:12]([CH:17]=[CH:16][CH:15]=1)[O:11][C@H:8]1[CH2:9][CH2:10][C@H:5]([C:3]([NH:21][NH2:22])=[O:2])[CH2:6][CH2:7]1, predict the reactants needed to synthesize it. The reactants are: C[O:2][C:3]([C@H:5]1[CH2:10][CH2:9][C@H:8]([O:11][C:12]2[CH:17]=[CH:16][CH:15]=[C:14]([O:18][CH3:19])[CH:13]=2)[CH2:7][CH2:6]1)=O.O.[NH2:21][NH2:22]. (2) Given the product [CH3:19][N:2]([CH3:1])[CH2:3][CH2:4][NH:5][C:6]1[N:7]=[C:8]([O:17][CH3:18])[C:9]([NH2:14])=[C:10]([O:12][CH3:13])[N:11]=1, predict the reactants needed to synthesize it. The reactants are: [CH3:1][N:2]([CH3:19])[CH2:3][CH2:4][NH:5][C:6]1[N:11]=[C:10]([O:12][CH3:13])[C:9]([N+:14]([O-])=O)=[C:8]([O:17][CH3:18])[N:7]=1.